From a dataset of Full USPTO retrosynthesis dataset with 1.9M reactions from patents (1976-2016). Predict the reactants needed to synthesize the given product. (1) Given the product [ClH:1].[ClH:1].[ClH:1].[ClH:1].[ClH:1].[NH2:67][C@H:48]1[CH2:47][C:46]2[CH:75]=[C:42]([CH:43]=[CH:44][C:45]=2[OH:76])[C:41]2=[CH:77][C:37](=[CH:38][CH:39]=[CH:40]2)[CH2:36][C@@H:35]([C:33]([NH:32][C@H:20]([C:19]([NH:18][CH2:17][C@@H:16]([NH2:15])[CH2:79][CH2:80][CH2:81][NH2:82])=[O:78])[CH2:21][CH2:22][CH2:23][NH2:24])=[O:34])[NH:53][C:52](=[O:54])[C@H:51]([CH2:55][CH2:56][CH2:57][NH2:58])[NH:50][C:49]1=[O:66], predict the reactants needed to synthesize it. The reactants are: [ClH:1].O1CCOCC1.C(OC([NH:15][C@@H:16]([CH2:79][CH2:80][CH2:81][NH:82]C(OC(C)(C)C)=O)[CH2:17][NH:18][C:19](=[O:78])[C@@H:20]([NH:32][C:33]([C@H:35]1[NH:53][C:52](=[O:54])[C@H:51]([CH2:55][CH2:56][CH2:57][NH:58]C(OC(C)(C)C)=O)[NH:50][C:49](=[O:66])[C@@H:48]([NH:67]C(OC(C)(C)C)=O)[CH2:47][C:46]2[CH:75]=[C:42]([CH:43]=[CH:44][C:45]=2[OH:76])[C:41]2=[CH:77][C:37](=[CH:38][CH:39]=[CH:40]2)[CH2:36]1)=[O:34])[CH2:21][CH2:22][CH2:23][NH:24]C(=O)OC(C)(C)C)=O)(C)(C)C. (2) Given the product [S:1]1[CH:5]=[C:4](/[CH:6]=[C:17](/[C:13]2[S:12][CH:16]=[CH:15][CH:14]=2)\[C:18]#[N:19])[C:3]2[CH:8]=[CH:9][CH:10]=[CH:11][C:2]1=2, predict the reactants needed to synthesize it. The reactants are: [S:1]1[CH:5]=[C:4]([CH:6]=O)[C:3]2[CH:8]=[CH:9][CH:10]=[CH:11][C:2]1=2.[S:12]1[CH:16]=[CH:15][CH:14]=[C:13]1[CH2:17][C:18]#[N:19]. (3) Given the product [Cl:17][C:18]1([Cl:25])[CH2:20][C:19]1([C:21]([N:12]1[CH2:11][CH2:10][N:9]([C:4]2[C:3]([C:2]([F:1])([F:15])[F:16])=[CH:8][CH:7]=[CH:6][N:5]=2)[CH2:14][CH2:13]1)=[O:22])[CH3:24], predict the reactants needed to synthesize it. The reactants are: [F:1][C:2]([F:16])([F:15])[C:3]1[C:4]([N:9]2[CH2:14][CH2:13][NH:12][CH2:11][CH2:10]2)=[N:5][CH:6]=[CH:7][CH:8]=1.[Cl:17][C:18]1([Cl:25])[CH2:20][C:19]1([CH3:24])[C:21](O)=[O:22].F[P-](F)(F)(F)(F)F.N1(O[P+](N(C)C)(N(C)C)N(C)C)C2C=CC=CC=2N=N1. (4) The reactants are: [NH2:1][C:2]1[N:7]=[CH:6][C:5]([CH2:8][C:9]([O:11][C:12]([CH3:15])([CH3:14])[CH3:13])=[O:10])=[CH:4][C:3]=1[F:16].FC(F)(F)C(O[Si](C)(C)C)=O.[CH:28](OCC)(OCC)OCC.[N:38]([Si](C)(C)C)=[N+:39]=[N-:40]. Given the product [F:16][C:3]1[CH:4]=[C:5]([CH2:8][C:9]([O:11][C:12]([CH3:13])([CH3:15])[CH3:14])=[O:10])[CH:6]=[N:7][C:2]=1[N:1]1[CH:28]=[N:38][N:39]=[N:40]1, predict the reactants needed to synthesize it.